Dataset: Full USPTO retrosynthesis dataset with 1.9M reactions from patents (1976-2016). Task: Predict the reactants needed to synthesize the given product. (1) Given the product [CH3:23][O:22][C:20]([N:1]1[C@@H:9]2[C@@H:4]([CH2:5][CH2:6][CH2:7][CH2:8]2)[CH2:3][C@H:2]1[C:10]([O:12][CH3:13])=[O:11])=[O:21], predict the reactants needed to synthesize it. The reactants are: [NH:1]1[C@@H:9]2[C@@H:4]([CH2:5][CH2:6][CH2:7][CH2:8]2)[CH2:3][C@H:2]1[C:10]([OH:12])=[O:11].[C:13](=O)([O-])[O-].[Na+].[Na+].Cl[C:20]([O:22][CH3:23])=[O:21]. (2) Given the product [C:25]([O:29][C:30]([N:32]1[CH2:37][CH2:36][CH:35]([CH2:20][Br:24])[CH2:34][CH2:33]1)=[O:31])([CH3:28])([CH3:26])[CH3:27], predict the reactants needed to synthesize it. The reactants are: C1(P(C2C=CC=CC=2)C2C=CC=CC=2)C=CC=CC=1.[C:20]([Br:24])(Br)(Br)Br.[C:25]([O:29][C:30]([N:32]1[CH2:37][CH2:36][CH:35](CO)[CH2:34][CH2:33]1)=[O:31])([CH3:28])([CH3:27])[CH3:26].OCC1CCN(C(O)=O)CC1.C(=O)(O)[O-].[Na+].